From a dataset of NCI-60 drug combinations with 297,098 pairs across 59 cell lines. Regression. Given two drug SMILES strings and cell line genomic features, predict the synergy score measuring deviation from expected non-interaction effect. Drug 1: CC12CCC3C(C1CCC2O)C(CC4=C3C=CC(=C4)O)CCCCCCCCCS(=O)CCCC(C(F)(F)F)(F)F. Drug 2: CC(C)(C#N)C1=CC(=CC(=C1)CN2C=NC=N2)C(C)(C)C#N. Cell line: EKVX. Synergy scores: CSS=4.86, Synergy_ZIP=-2.61, Synergy_Bliss=-3.26, Synergy_Loewe=0.747, Synergy_HSA=-1.90.